From a dataset of Reaction yield outcomes from USPTO patents with 853,638 reactions. Predict the reaction yield, written as a fraction of the theoretical maximum amount of product (1.0 means a 100% yield; for example, 0.34 means a 34% yield). (1) The catalyst is C(Cl)Cl. The yield is 0.240. The product is [O:19]=[C:17]([N:22]1[CH2:23][CH2:25][CH2:28][CH2:26]1)[C@H:9]([NH:8][C:1](=[O:2])[O:3][C:4]([CH3:5])([CH3:6])[CH3:7])[CH2:10][C:11]1[CH:12]=[CH:13][N:14]=[CH:15][CH:16]=1. The reactants are [C:1]([NH:8][C@H:9]([C:17]([OH:19])=O)[CH2:10][C:11]1[CH:16]=[CH:15][N:14]=[CH:13][CH:12]=1)([O:3][C:4]([CH3:7])([CH3:6])[CH3:5])=[O:2].CC[N:22]([CH:26]([CH3:28])C)[CH:23]([CH3:25])C.ClC(OCC(C)C)=O.N1CCCC1. (2) The reactants are [O:1]1[CH2:6][CH2:5][N:4]([C:7]2[CH:12]=[CH:11][C:10]([NH:13][C:14]3[N:19]=[C:18]([S:20][C:21]4[CH:22]=[C:23]([CH:28]=[CH:29][CH:30]=4)[C:24](OC)=[O:25])[CH:17]=[CH:16][N:15]=3)=[CH:9][CH:8]=2)[CH2:3][CH2:2]1.[H-].[Al+3].[Li+].[H-].[H-].[H-].C(=O)(O)[O-].[Na+]. The catalyst is O1CCCC1. The product is [O:1]1[CH2:6][CH2:5][N:4]([C:7]2[CH:12]=[CH:11][C:10]([NH:13][C:14]3[N:19]=[C:18]([S:20][C:21]4[CH:22]=[C:23]([CH2:24][OH:25])[CH:28]=[CH:29][CH:30]=4)[CH:17]=[CH:16][N:15]=3)=[CH:9][CH:8]=2)[CH2:3][CH2:2]1. The yield is 0.800. (3) The reactants are [CH3:1][C:2]1[C:10]([N+:11]([O-:13])=[O:12])=[CH:9][CH:8]=[CH:7][C:3]=1[C:4]([OH:6])=[O:5].[Br:14]N1C(C)(C)C(=O)N(Br)C1=O. The catalyst is OS(O)(=O)=O. The product is [Br:14][C:8]1[CH:9]=[C:10]([N+:11]([O-:13])=[O:12])[C:2]([CH3:1])=[C:3]([CH:7]=1)[C:4]([OH:6])=[O:5]. The yield is 1.00. (4) The reactants are [CH2:1]([O:8][C:9](=[O:44])[CH2:10][C@@H:11]([N:25]1[CH:29]=[CH:28][C:27]([C:30]2[CH:35]=[CH:34][C:33]([C:36]3[CH:41]=[CH:40][C:39]([C:42]#[N:43])=[CH:38][CH:37]=3)=[CH:32][CH:31]=2)=[CH:26]1)[C:12]([NH:14][C@@H:15]([CH2:18][C:19]1[CH:24]=[CH:23][CH:22]=[CH:21][CH:20]=1)[CH2:16][OH:17])=[O:13])[C:2]1[CH:7]=[CH:6][CH:5]=[CH:4][CH:3]=1.C([O:52]C(=O)C(N)[C@@H](C(OCCCC)=O)C(N[C@@H](CC1C=CC=CC=1)CO)=O)C1C=CC=CC=1.FC(F)(F)C(O)=O.C(OC(=O)C[C@@H](N)C(N[C@@H](CC1C=CC=CC=1)CO)=O)C1C=CC=CC=1. The catalyst is ClCCCl. The product is [CH2:1]([O:8][C:9](=[O:44])[CH2:10][CH:11]([N:25]1[CH:29]=[CH:28][C:27]([C:30]2[CH:31]=[CH:32][C:33]([C:36]3[CH:37]=[CH:38][C:39]([C:42](=[O:52])[NH2:43])=[CH:40][CH:41]=3)=[CH:34][CH:35]=2)=[CH:26]1)[C:12]([NH:14][CH:15]([CH2:18][C:19]1[CH:24]=[CH:23][CH:22]=[CH:21][CH:20]=1)[CH2:16][OH:17])=[O:13])[C:2]1[CH:7]=[CH:6][CH:5]=[CH:4][CH:3]=1. The yield is 0.310.